This data is from CYP3A4 substrate classification data from Carbon-Mangels et al.. The task is: Regression/Classification. Given a drug SMILES string, predict its absorption, distribution, metabolism, or excretion properties. Task type varies by dataset: regression for continuous measurements (e.g., permeability, clearance, half-life) or binary classification for categorical outcomes (e.g., BBB penetration, CYP inhibition). Dataset: cyp3a4_substrate_carbonmangels. (1) The molecule is COC1=CC(=O)O[C@H]1[C@H](O)c1ccccc1Cl. The result is 0 (non-substrate). (2) The molecule is NC(N)=N/C(N)=N/CCc1ccccc1. The result is 0 (non-substrate). (3) The molecule is CC(C)/N=C(N)\N=C(/N)Nc1ccc(Cl)cc1. The result is 1 (substrate). (4) The compound is N=C(N)NC[C@@H]1COc2ccccc2O1. The result is 0 (non-substrate). (5) The molecule is Nc1ccccc1. The result is 0 (non-substrate).